From a dataset of Full USPTO retrosynthesis dataset with 1.9M reactions from patents (1976-2016). Predict the reactants needed to synthesize the given product. (1) Given the product [C:1]([O:5][C:6](=[O:22])[NH:7][C:8]1[CH:13]=[C:12]([O:14][CH2:15][CH3:16])[C:11]([C:17]([F:20])([F:19])[F:18])=[CH:10][C:9]=1[NH:21][C:28](=[O:29])[CH2:27][C:26](=[O:25])[C:31]1[CH:36]=[CH:35][CH:34]=[C:33]([N:37]2[CH:41]=[CH:40][N:39]=[N:38]2)[CH:32]=1)([CH3:2])([CH3:3])[CH3:4], predict the reactants needed to synthesize it. The reactants are: [C:1]([O:5][C:6](=[O:22])[NH:7][C:8]1[CH:13]=[C:12]([O:14][CH2:15][CH3:16])[C:11]([C:17]([F:20])([F:19])[F:18])=[CH:10][C:9]=1[NH2:21])([CH3:4])([CH3:3])[CH3:2].CC1(C)[O:29][C:28](=O)[CH:27]=[C:26]([C:31]2[CH:36]=[CH:35][CH:34]=[C:33]([N:37]3[CH:41]=[CH:40][N:39]=[N:38]3)[CH:32]=2)[O:25]1. (2) Given the product [Cl:1][C:2]1[N:10]=[C:9]([Cl:11])[CH:8]=[CH:7][C:3]=1[C:4]([NH:13][CH3:12])=[O:5], predict the reactants needed to synthesize it. The reactants are: [Cl:1][C:2]1[N:10]=[C:9]([Cl:11])[CH:8]=[CH:7][C:3]=1[C:4](O)=[O:5].[CH3:12][NH2:13].[NH4+].[Cl-]. (3) Given the product [CH2:29]([O:28][P:27](/[CH:25]=[CH:26]/[C:2]1[CH:11]=[CH:10][C:9]2[C:4](=[C:5]([C:15]3[C:24]4[C:19](=[CH:20][CH:21]=[CH:22][CH:23]=4)[CH:18]=[CH:17][CH:16]=3)[CH:6]=[C:7]([N+:12]([O-:14])=[O:13])[CH:8]=2)[N:3]=1)(=[O:34])[O:31][CH2:32][CH3:33])[CH3:30], predict the reactants needed to synthesize it. The reactants are: Cl[C:2]1[CH:11]=[CH:10][C:9]2[C:4](=[C:5]([C:15]3[C:24]4[C:19](=[CH:20][CH:21]=[CH:22][CH:23]=4)[CH:18]=[CH:17][CH:16]=3)[CH:6]=[C:7]([N+:12]([O-:14])=[O:13])[CH:8]=2)[N:3]=1.[CH:25]([P:27](=[O:34])([O:31][CH2:32][CH3:33])[O:28][CH2:29][CH3:30])=[CH2:26].CCN(CC)CC.C1(C)C=CC=CC=1P(C1C=CC=CC=1C)C1C=CC=CC=1C. (4) Given the product [Cl:1][C:2]1[CH:3]=[C:4]([C:9]2[S:10][CH:11]=[CH:12][N:13]=2)[N:5]=[C:6]([C:24]2[CH:25]=[N:26][CH:27]=[CH:28][CH:29]=2)[CH:7]=1, predict the reactants needed to synthesize it. The reactants are: [Cl:1][C:2]1[CH:7]=[C:6](Cl)[N:5]=[C:4]([C:9]2[S:10][CH:11]=[CH:12][N:13]=2)[CH:3]=1.CN1CC(=O)OB([C:24]2[CH:25]=[N:26][CH:27]=[CH:28][CH:29]=2)OC(=O)C1.[O-]P([O-])([O-])=O.[K+].[K+].[K+].C1COCC1. (5) Given the product [CH:1]1([N:7]2[C:8]3[N:18]=[CH:17][CH:16]=[CH:15][C:9]=3[C:10](=[O:11])[O:12][C:13]2=[O:27])[CH2:6][CH2:5][CH2:4][CH2:3][CH2:2]1, predict the reactants needed to synthesize it. The reactants are: [CH:1]1([NH:7][C:8]2[N:18]=[CH:17][CH:16]=[CH:15][C:9]=2[C:10]([O:12][CH2:13]C)=[O:11])[CH2:6][CH2:5][CH2:4][CH2:3][CH2:2]1.C(C(CC)CNC1N=CC=CC=1C(OCC)=[O:27])C. (6) Given the product [NH2:1][C:2]1[C:10]2[C:5](=[N:6][CH:7]=[CH:8][N:9]=2)[S:4][C:3]=1[C:11]([NH:13][C:14]1[CH:15]=[C:16]([C:17](=[O:19])[NH:24][C:25]2[CH:30]=[CH:29][CH:28]=[C:27]([C:31]([F:32])([F:33])[F:34])[CH:26]=2)[CH:20]=[CH:21][C:22]=1[CH3:23])=[O:12], predict the reactants needed to synthesize it. The reactants are: [NH2:1][C:2]1[C:10]2[C:5](=[N:6][CH:7]=[CH:8][N:9]=2)[S:4][C:3]=1[C:11]([NH:13][C:14]1[CH:15]=[C:16]([CH:20]=[CH:21][C:22]=1[CH3:23])[C:17]([OH:19])=O)=[O:12].[NH2:24][C:25]1[CH:26]=[C:27]([C:31]([F:34])([F:33])[F:32])[CH:28]=[CH:29][CH:30]=1.CN(C(ON1N=NC2C=CC=CC1=2)=[N+](C)C)C.[B-](F)(F)(F)F.CCN(C(C)C)C(C)C.C(O)(=O)CC(CC(O)=O)(C(O)=O)O. (7) Given the product [CH:33]1([NH:32][C:30]([NH:29][C:26]2[CH:27]=[CH:28][C:23]([O:22][C:19]3[CH:18]=[CH:17][N:16]=[C:15]4[CH:14]=[C:13]([C:10]5[CH:11]=[N:12][C:7]([CH:2]=[O:1])=[CH:8][CH:9]=5)[S:21][C:20]=34)=[C:24]([F:36])[CH:25]=2)=[O:31])[CH2:34][CH2:35]1, predict the reactants needed to synthesize it. The reactants are: [O:1]1CCCO[CH:2]1[C:7]1[N:12]=[CH:11][C:10]([C:13]2[S:21][C:20]3[C:15](=[N:16][CH:17]=[CH:18][C:19]=3[O:22][C:23]3[CH:28]=[CH:27][C:26]([NH:29][C:30]([NH:32][CH:33]4[CH2:35][CH2:34]4)=[O:31])=[CH:25][C:24]=3[F:36])[CH:14]=2)=[CH:9][CH:8]=1.CC(O)=O.O. (8) Given the product [CH2:1]([C:5]1[CH:6]=[C:7]([Cl:32])[N:8]=[N:9][C:10]=1[C:11]1[CH:16]=[CH:15][CH:14]=[CH:13][CH:12]=1)[CH2:2][CH2:3][CH3:4], predict the reactants needed to synthesize it. The reactants are: [CH2:1]([C:5]1[C:10]([C:11]2[CH:16]=[CH:15][CH:14]=[CH:13][CH:12]=2)=[N:9][NH:8][C:7](=O)[CH:6]=1)[CH2:2][CH2:3][CH3:4].CCCCCC.CCOC(C)=O.O=P(Cl)(Cl)[Cl:32]. (9) Given the product [Br:13][C:14]1[CH:12]=[C:1]2[C:6](=[CH:22][CH:23]=1)[CH:5]=[C:4]([O:7][CH2:8][C:9]([Cl:11])=[O:10])[CH:3]=[CH:2]2, predict the reactants needed to synthesize it. The reactants are: [C:1]1([CH3:12])[CH:6]=[CH:5][C:4]([O:7][CH2:8][C:9]([Cl:11])=[O:10])=[CH:3][CH:2]=1.[Br:13][C:14]1C=C2C(=[CH:22][CH:23]=1)C=C(OCC(O)=O)C=C2.O=S(Cl)Cl.